Dataset: Reaction yield outcomes from USPTO patents with 853,638 reactions. Task: Predict the reaction yield, written as a fraction of the theoretical maximum amount of product (1.0 means a 100% yield; for example, 0.34 means a 34% yield). The reactants are C(O[N:5]1[CH2:10][CH2:9][CH2:8][CH2:7][CH2:6]1)(=O)C.[CH3:11][C:12]([O:15][C:16](O[C:16]([O:15][C:12]([CH3:14])([CH3:13])[CH3:11])=[O:17])=[O:17])([CH3:14])[CH3:13]. The catalyst is CCOC(C)=O.[Pd]. The product is [C:16]([N:5]1[CH2:6][CH2:7][CH2:8][CH2:9][CH2:10]1)([O:15][C:12]([CH3:14])([CH3:13])[CH3:11])=[O:17]. The yield is 0.870.